This data is from CYP1A2 inhibition data for predicting drug metabolism from PubChem BioAssay. The task is: Regression/Classification. Given a drug SMILES string, predict its absorption, distribution, metabolism, or excretion properties. Task type varies by dataset: regression for continuous measurements (e.g., permeability, clearance, half-life) or binary classification for categorical outcomes (e.g., BBB penetration, CYP inhibition). Dataset: cyp1a2_veith. (1) The drug is CCOC(C(=O)OCCCN(CC)CC)(c1ccccc1)c1ccccc1.Cl. The result is 0 (non-inhibitor). (2) The molecule is CC(=O)COC(=O)CCc1nc2ccccc2[nH]c1=O. The result is 1 (inhibitor). (3) The compound is O=c1c(-c2ccc(F)cc2)nc2cnc(N3CCNCC3)nc2n1Cc1ccc(F)cc1. The result is 1 (inhibitor).